Dataset: Peptide-MHC class I binding affinity with 185,985 pairs from IEDB/IMGT. Task: Regression. Given a peptide amino acid sequence and an MHC pseudo amino acid sequence, predict their binding affinity value. This is MHC class I binding data. (1) The peptide sequence is QQSSGILSR. The MHC is Patr-A0301 with pseudo-sequence Patr-A0301. The binding affinity (normalized) is 0.279. (2) The peptide sequence is NHINVELSV. The MHC is HLA-B38:01 with pseudo-sequence HLA-B38:01. The binding affinity (normalized) is 0.347. (3) The peptide sequence is KINMQTLLF. The MHC is HLA-A32:01 with pseudo-sequence HLA-A32:01. The binding affinity (normalized) is 0.786. (4) The peptide sequence is QLNDYEQLL. The MHC is HLA-A02:02 with pseudo-sequence HLA-A02:02. The binding affinity (normalized) is 1.00. (5) The peptide sequence is ILMDTICGT. The MHC is HLA-A30:01 with pseudo-sequence HLA-A30:01. The binding affinity (normalized) is 0.0847. (6) The peptide sequence is TDPSHITA. The MHC is H-2-Kk with pseudo-sequence YHSYYRNIAGNIFVNTAYFRYEYYTWADDAYTWY. The binding affinity (normalized) is 0.0929. (7) The peptide sequence is RPRVTKQYIV. The MHC is HLA-B53:01 with pseudo-sequence HLA-B53:01. The binding affinity (normalized) is 0.224.